This data is from Reaction yield outcomes from USPTO patents with 853,638 reactions. The task is: Predict the reaction yield, written as a fraction of the theoretical maximum amount of product (1.0 means a 100% yield; for example, 0.34 means a 34% yield). (1) The reactants are Cl[C:2]1[C:7]([CH2:8][CH3:9])=[C:6]([CH3:10])[N:5]=[C:4]([C:11]2[S:12][C:13]([Cl:16])=[CH:14][CH:15]=2)[N:3]=1.[NH2:17][C:18]1[CH:23]=[CH:22][C:21]([CH2:24][C:25]2[NH:26][CH:27]=[C:28]([C:30]([O:32][CH3:33])=[O:31])[N:29]=2)=[CH:20][CH:19]=1.Cl.C(=O)(O)[O-].[Na+]. The catalyst is O1CCOCC1.CC(O)=O. The product is [Cl:16][C:13]1[S:12][C:11]([C:4]2[N:3]=[C:2]([NH:17][C:18]3[CH:19]=[CH:20][C:21]([CH2:24][C:25]4[NH:26][CH:27]=[C:28]([C:30]([O:32][CH3:33])=[O:31])[N:29]=4)=[CH:22][CH:23]=3)[C:7]([CH2:8][CH3:9])=[C:6]([CH3:10])[N:5]=2)=[CH:15][CH:14]=1. The yield is 0.480. (2) The reactants are [CH2:1]([O:8][C:9](Cl)=[O:10])[C:2]1[CH:7]=[CH:6][CH:5]=[CH:4][CH:3]=1.C(N(CC)CC)C.[CH2:19]([NH:21][CH2:22][CH2:23][OH:24])[CH3:20]. The catalyst is C(Cl)Cl. The product is [CH2:19]([N:21]([CH2:22][CH2:23][OH:24])[C:9](=[O:10])[O:8][CH2:1][C:2]1[CH:7]=[CH:6][CH:5]=[CH:4][CH:3]=1)[CH3:20]. The yield is 0.970. (3) The reactants are O[CH:2]([C:6]1[C:14]2[O:13][CH2:12][CH:11]([C:15]3[CH:20]=[CH:19][C:18]([CH:21]([CH3:23])[CH3:22])=[CH:17][CH:16]=3)[C:10]=2[C:9]([CH3:24])=[C:8]([NH:25][C:26](=[O:32])[CH2:27][C:28]([CH3:31])([CH3:30])[CH3:29])[C:7]=1[CH3:33])[CH2:3][CH2:4][CH3:5]. The catalyst is CCCCCC.C(OCC)(=O)C. The product is [CH2:2]([C:6]1[C:14]2[O:13][CH2:12][CH:11]([C:15]3[CH:20]=[CH:19][C:18]([CH:21]([CH3:23])[CH3:22])=[CH:17][CH:16]=3)[C:10]=2[C:9]([CH3:24])=[C:8]([NH:25][C:26](=[O:32])[CH2:27][C:28]([CH3:29])([CH3:31])[CH3:30])[C:7]=1[CH3:33])[CH2:3][CH2:4][CH3:5]. The yield is 0.330. (4) The reactants are [F:1][C:2]1[CH:3]=[C:4]([CH:7]=[C:8]([OH:11])[C:9]=1[OH:10])[CH:5]=[O:6].[C:12]([O-])([O-])=O.[Cs+].[Cs+].O. The catalyst is CN(C=O)C. The product is [F:1][C:2]1[C:9]2[O:10][CH2:12][O:11][C:8]=2[CH:7]=[C:4]([CH:5]=[O:6])[CH:3]=1. The yield is 0.490.